Dataset: Full USPTO retrosynthesis dataset with 1.9M reactions from patents (1976-2016). Task: Predict the reactants needed to synthesize the given product. (1) Given the product [C:1]([O:5][C:6](=[O:25])[NH:7][C@@H:8]1[C:14](=[O:15])[N:13]([CH2:16][CH2:17][OH:18])[C:12]2[CH:19]=[C:20]([F:23])[CH:21]=[CH:22][C:11]=2[O:10][C@@H:9]1[CH3:24])([CH3:4])([CH3:2])[CH3:3], predict the reactants needed to synthesize it. The reactants are: [C:1]([O:5][C:6](=[O:25])[NH:7][C@@H:8]1[C:14](=[O:15])[N:13]([CH2:16][CH:17]=[O:18])[C:12]2[CH:19]=[C:20]([F:23])[CH:21]=[CH:22][C:11]=2[O:10][C@@H:9]1[CH3:24])([CH3:4])([CH3:3])[CH3:2].[BH4-].[Na+].C(OC(=O)C)C.CCCCCCC. (2) Given the product [CH3:19][C:20]1[C:28]2[C:23](=[CH:24][CH:25]=[C:26]([C:29]3[N:34]=[C:33]([CH2:35][S:36]([CH3:39])(=[O:38])=[O:37])[CH:32]=[C:31]([N:40]4[CH2:45][CH2:44][O:43][CH2:42][CH2:41]4)[N:30]=3)[CH:27]=2)[NH:22][N:21]=1, predict the reactants needed to synthesize it. The reactants are: [F-].C([N+](CCCC)(CCCC)CCCC)CCC.[CH3:19][C:20]1[C:28]2[C:23](=[CH:24][CH:25]=[C:26]([C:29]3[N:34]=[C:33]([CH2:35][S:36]([CH3:39])(=[O:38])=[O:37])[CH:32]=[C:31]([N:40]4[CH2:45][CH2:44][O:43][CH2:42][CH2:41]4)[N:30]=3)[CH:27]=2)[N:22](S(C2C=CC(C)=CC=2)(=O)=O)[N:21]=1.O.